From a dataset of Catalyst prediction with 721,799 reactions and 888 catalyst types from USPTO. Predict which catalyst facilitates the given reaction. (1) Reactant: [CH3:1][O:2][C:3]1[CH:4]=[C:5]([CH:8]=[CH:9][C:10]=1[N:11]1[CH:15]=[C:14]([CH3:16])[N:13]=[CH:12]1)[CH:6]=O.C([O:19][C:20](=[O:30])[CH2:21]P(OCC)(OCC)=O)C.O.[OH-].[Li+].[OH-].[Na+].Cl. Product: [CH3:1][O:2][C:3]1[CH:4]=[C:5](/[CH:6]=[CH:21]/[C:20]([OH:30])=[O:19])[CH:8]=[CH:9][C:10]=1[N:11]1[CH:15]=[C:14]([CH3:16])[N:13]=[CH:12]1. The catalyst class is: 353. (2) Reactant: Cl[C:2]1[N:10]2[C:6](=[N:7][C:8]3[CH:14]=[CH:13][CH:12]=[CH:11][C:9]=32)[C:5]([C:15]#[N:16])=[C:4]([CH3:17])[C:3]=1[CH2:18][CH2:19][CH2:20][CH2:21][CH2:22][CH3:23].Cl.Cl.[CH3:26][N:27]([CH3:32])[CH:28]1[CH2:31][NH:30][CH2:29]1.C(N(CC)CC)C. Product: [CH2:18]([C:3]1[C:4]([CH3:17])=[C:5]([C:15]#[N:16])[C:6]2[N:10]([C:2]=1[N:30]1[CH2:31][CH:28]([N:27]([CH3:32])[CH3:26])[CH2:29]1)[C:9]1[CH:11]=[CH:12][CH:13]=[CH:14][C:8]=1[N:7]=2)[CH2:19][CH2:20][CH2:21][CH2:22][CH3:23]. The catalyst class is: 9. (3) Reactant: [N:1]1[C:8]([Cl:9])=[N:7][C:5](Cl)=[N:4][C:2]=1[Cl:3].[NH2:10][C:11]1[CH:12]=[C:13]([CH:25]=[CH:26][C:27]=1[CH3:28])[C:14]([NH:16][CH2:17][CH2:18][C:19]1[CH:24]=[CH:23][CH:22]=[CH:21][CH:20]=1)=[O:15]. Product: [Cl:9][C:8]1[N:1]=[C:2]([Cl:3])[N:4]=[C:5]([NH:10][C:11]2[CH:12]=[C:13]([CH:25]=[CH:26][C:27]=2[CH3:28])[C:14]([NH:16][CH2:17][CH2:18][C:19]2[CH:24]=[CH:23][CH:22]=[CH:21][CH:20]=2)=[O:15])[N:7]=1. The catalyst class is: 21.